This data is from Forward reaction prediction with 1.9M reactions from USPTO patents (1976-2016). The task is: Predict the product of the given reaction. (1) The product is: [C:1]([C:5]1[CH:6]=[C:7]([N+:16]([O-:18])=[O:17])[C:8]([O:14][CH3:15])=[C:9]([CH:13]=1)[C:10]([OH:12])=[O:11])([CH3:4])([CH3:2])[CH3:3]. Given the reactants [C:1]([C:5]1[CH:6]=[CH:7][C:8]([O:14][CH3:15])=[C:9]([CH:13]=1)[C:10]([OH:12])=[O:11])([CH3:4])([CH3:3])[CH3:2].[N+:16]([O-])([OH:18])=[O:17], predict the reaction product. (2) Given the reactants [Cl:1][C:2]1[CH:7]=[C:6](I)[C:5]([Cl:9])=[CH:4][N:3]=1.[NH2:10][C:11]1[CH:18]=[CH:17][C:16]([Cl:19])=[CH:15][C:12]=1[C:13]#[N:14].[O-]P(OP(OP([O-])([O-])=O)([O-])=O)(=O)[O-].[K+].[K+].[K+].[K+].[K+].C1C=CC(P(C2C(OC3C(P(C4C=CC=CC=4)C4C=CC=CC=4)=CC=CC=3)=CC=CC=2)C2C=CC=CC=2)=CC=1, predict the reaction product. The product is: [Cl:19][C:16]1[CH:17]=[CH:18][C:11]([NH:10][C:6]2[C:5]([Cl:9])=[CH:4][N:3]=[C:2]([Cl:1])[CH:7]=2)=[C:12]([CH:15]=1)[C:13]#[N:14]. (3) Given the reactants [C:1]1([CH3:12])[CH:6]=[CH:5][C:4]([O:7][CH2:8][C:9](Cl)=[O:10])=[CH:3][CH:2]=1.[CH:13]([NH:16][CH2:17][C:18]1[O:22][N:21]=[C:20]([C:23]2[CH:28]=[CH:27][CH:26]=[CH:25][CH:24]=2)[N:19]=1)([CH3:15])[CH3:14].C(N(CC)CC)C, predict the reaction product. The product is: [CH:13]([N:16]([CH2:17][C:18]1[O:22][N:21]=[C:20]([C:23]2[CH:28]=[CH:27][CH:26]=[CH:25][CH:24]=2)[N:19]=1)[C:9](=[O:10])[CH2:8][O:7][C:4]1[CH:5]=[CH:6][C:1]([CH3:12])=[CH:2][CH:3]=1)([CH3:15])[CH3:14]. (4) Given the reactants [OH:1][C:2]1[CH:7]=[CH:6][C:5]([CH2:8][CH2:9][C:10]([OH:12])=[O:11])=[CH:4][CH:3]=1.Cl.O1CCOC[CH2:15]1, predict the reaction product. The product is: [CH3:15][O:11][C:10](=[O:12])[CH2:9][CH2:8][C:5]1[CH:4]=[CH:3][C:2]([OH:1])=[CH:7][CH:6]=1.